This data is from Full USPTO retrosynthesis dataset with 1.9M reactions from patents (1976-2016). The task is: Predict the reactants needed to synthesize the given product. (1) Given the product [OH:1][C:2]1[CH:9]=[CH:8][C:7]([CH2:10][C@H:11]2[C@H:19]3[C@@H:15]([N:16]([CH2:21][C:22]4[CH:27]=[CH:26][CH:25]=[C:24]([CH:28]([CH3:30])[CH3:29])[CH:23]=4)[C:17](=[O:20])[O:18]3)[CH2:14][S:13](=[O:32])(=[O:31])[CH2:12]2)=[CH:6][C:3]=1[CH2:4][OH:5], predict the reactants needed to synthesize it. The reactants are: [OH:1][C:2]1[CH:9]=[CH:8][C:7]([CH2:10][C@H:11]2[C@H:19]3[C@@H:15]([N:16]([CH2:21][C:22]4[CH:27]=[CH:26][CH:25]=[C:24]([CH:28]([CH3:30])[CH3:29])[CH:23]=4)[C:17](=[O:20])[O:18]3)[CH2:14][S:13](=[O:32])(=[O:31])[CH2:12]2)=[CH:6][C:3]=1[CH:4]=[O:5]. (2) Given the product [N:7]1[CH:6]=[CH:5][CH:1]=[C:2]([C:23](=[O:22])[CH2:24][CH2:10][CH2:11][CH2:12][CH2:13][CH3:14])[CH:3]=1, predict the reactants needed to synthesize it. The reactants are: [CH2:1]1[CH2:5]O[CH2:3][CH2:2]1.[CH3:6][N-:7]OC.[CH2:10]([Li])[CH2:11][CH2:12][CH2:13][CH2:14]C.[NH4+].[Cl-].C([O:22][CH2:23][CH3:24])(=O)C. (3) Given the product [N:17](=[CH:11]/[C:10]1[C:9]([OH:16])=[CH:8][C:7]([O:6][CH2:5][CH2:4][CH2:3][CH2:2][Br:1])=[CH:14][CH:13]=1)\[N:18]=[CH:11]\[C:10]1[C:9]([OH:15])=[CH:8][C:7]([O:6][CH2:5][CH2:4][CH2:3][CH2:2][Br:1])=[CH:14][CH:13]=1, predict the reactants needed to synthesize it. The reactants are: [Br:1][CH2:2][CH2:3][CH2:4][CH2:5][O:6][C:7]1[CH:14]=[CH:13][C:10]([CH:11]=O)=[C:9]([OH:15])[CH:8]=1.[OH2:16].[NH2:17][NH2:18]. (4) Given the product [ClH:1].[NH2:15][CH2:16][CH2:17][NH:18][C:19]1[CH:24]=[CH:23][CH:22]=[CH:21][N:20]=1, predict the reactants needed to synthesize it. The reactants are: [ClH:1].O1CCOCC1.C(OC([NH:15][CH2:16][CH2:17][NH:18][C:19]1[CH:24]=[CH:23][CH:22]=[CH:21][N:20]=1)=O)(C)(C)C.